Dataset: Forward reaction prediction with 1.9M reactions from USPTO patents (1976-2016). Task: Predict the product of the given reaction. (1) Given the reactants [N+:1]([C:4]1[CH:5]=[CH:6][C:7]([C:10]2[S:14][C:13]([C:15]3([OH:21])[CH2:20][CH2:19][O:18][CH2:17][CH2:16]3)=[N:12][CH:11]=2)=[N:8][CH:9]=1)([O-])=O.CO, predict the reaction product. The product is: [NH2:1][C:4]1[CH:5]=[CH:6][C:7]([C:10]2[S:14][C:13]([C:15]3([OH:21])[CH2:16][CH2:17][O:18][CH2:19][CH2:20]3)=[N:12][CH:11]=2)=[N:8][CH:9]=1. (2) Given the reactants [Cl:1][C:2]1[CH:3]=[C:4]2[C:8](=[CH:9][CH:10]=1)[NH:7][CH:6]=[C:5]2[CH2:11][CH2:12][NH:13][C:14](=[O:23])[C:15]1[CH:20]=[CH:19][CH:18]=[C:17]([CH2:21]Cl)[CH:16]=1.[CH:24]1([CH2:30][NH2:31])[CH2:29][CH2:28][CH2:27][CH2:26][CH2:25]1.[I-].[Na+], predict the reaction product. The product is: [Cl:1][C:2]1[CH:3]=[C:4]2[C:8](=[CH:9][CH:10]=1)[NH:7][CH:6]=[C:5]2[CH2:11][CH2:12][NH:13][C:14](=[O:23])[C:15]1[CH:20]=[CH:19][CH:18]=[C:17]([CH2:21][NH:31][CH2:30][CH:24]2[CH2:29][CH2:28][CH2:27][CH2:26][CH2:25]2)[CH:16]=1.